From a dataset of NCI-60 drug combinations with 297,098 pairs across 59 cell lines. Regression. Given two drug SMILES strings and cell line genomic features, predict the synergy score measuring deviation from expected non-interaction effect. (1) Cell line: RXF 393. Synergy scores: CSS=66.7, Synergy_ZIP=2.90, Synergy_Bliss=3.99, Synergy_Loewe=5.95, Synergy_HSA=8.24. Drug 2: CC1C(C(CC(O1)OC2CC(CC3=C2C(=C4C(=C3O)C(=O)C5=CC=CC=C5C4=O)O)(C(=O)C)O)N)O. Drug 1: C1=C(C(=O)NC(=O)N1)F. (2) Drug 1: C1=CC(=CC=C1CCC2=CNC3=C2C(=O)NC(=N3)N)C(=O)NC(CCC(=O)O)C(=O)O. Drug 2: C1C(C(OC1N2C=NC3=C2NC=NCC3O)CO)O. Cell line: HS 578T. Synergy scores: CSS=12.2, Synergy_ZIP=-5.79, Synergy_Bliss=-5.72, Synergy_Loewe=-10.3, Synergy_HSA=-4.44. (3) Drug 1: CC(CN1CC(=O)NC(=O)C1)N2CC(=O)NC(=O)C2. Drug 2: CC1CCC2CC(C(=CC=CC=CC(CC(C(=O)C(C(C(=CC(C(=O)CC(OC(=O)C3CCCCN3C(=O)C(=O)C1(O2)O)C(C)CC4CCC(C(C4)OC)O)C)C)O)OC)C)C)C)OC. Cell line: HCT-15. Synergy scores: CSS=39.2, Synergy_ZIP=-9.94, Synergy_Bliss=-7.97, Synergy_Loewe=-2.55, Synergy_HSA=-1.04. (4) Drug 1: CC(C1=C(C=CC(=C1Cl)F)Cl)OC2=C(N=CC(=C2)C3=CN(N=C3)C4CCNCC4)N. Drug 2: C1=CC(=CC=C1CC(C(=O)O)N)N(CCCl)CCCl.Cl. Cell line: SF-295. Synergy scores: CSS=9.46, Synergy_ZIP=-6.24, Synergy_Bliss=-6.21, Synergy_Loewe=-22.6, Synergy_HSA=-4.26. (5) Drug 1: CC1=C(C=C(C=C1)NC2=NC=CC(=N2)N(C)C3=CC4=NN(C(=C4C=C3)C)C)S(=O)(=O)N.Cl. Drug 2: CCCCC(=O)OCC(=O)C1(CC(C2=C(C1)C(=C3C(=C2O)C(=O)C4=C(C3=O)C=CC=C4OC)O)OC5CC(C(C(O5)C)O)NC(=O)C(F)(F)F)O. Cell line: BT-549. Synergy scores: CSS=1.98, Synergy_ZIP=1.86, Synergy_Bliss=3.00, Synergy_Loewe=-1.64, Synergy_HSA=0.399. (6) Drug 1: CCCS(=O)(=O)NC1=C(C(=C(C=C1)F)C(=O)C2=CNC3=C2C=C(C=N3)C4=CC=C(C=C4)Cl)F. Drug 2: C1=NC2=C(N1)C(=S)N=CN2. Cell line: SN12C. Synergy scores: CSS=-7.42, Synergy_ZIP=-0.0482, Synergy_Bliss=-17.0, Synergy_Loewe=-36.7, Synergy_HSA=-19.1. (7) Drug 1: CC1=CC=C(C=C1)C2=CC(=NN2C3=CC=C(C=C3)S(=O)(=O)N)C(F)(F)F. Drug 2: COC1=C2C(=CC3=C1OC=C3)C=CC(=O)O2. Cell line: K-562. Synergy scores: CSS=1.07, Synergy_ZIP=-2.41, Synergy_Bliss=-5.16, Synergy_Loewe=-3.71, Synergy_HSA=-3.59. (8) Drug 1: CN1CCC(CC1)COC2=C(C=C3C(=C2)N=CN=C3NC4=C(C=C(C=C4)Br)F)OC. Drug 2: CC1=CC=C(C=C1)C2=CC(=NN2C3=CC=C(C=C3)S(=O)(=O)N)C(F)(F)F. Cell line: HCT116. Synergy scores: CSS=9.94, Synergy_ZIP=-0.631, Synergy_Bliss=3.52, Synergy_Loewe=2.97, Synergy_HSA=3.15. (9) Drug 1: C1=C(C(=O)NC(=O)N1)F. Drug 2: C1=NC2=C(N1)C(=S)N=CN2. Cell line: PC-3. Synergy scores: CSS=39.4, Synergy_ZIP=-3.88, Synergy_Bliss=-4.13, Synergy_Loewe=-3.65, Synergy_HSA=0.378. (10) Drug 1: CC1=C(C(CCC1)(C)C)C=CC(=CC=CC(=CC(=O)O)C)C. Drug 2: CN1C2=C(C=C(C=C2)N(CCCl)CCCl)N=C1CCCC(=O)O.Cl. Cell line: SN12C. Synergy scores: CSS=10.0, Synergy_ZIP=-3.56, Synergy_Bliss=-2.33, Synergy_Loewe=-3.67, Synergy_HSA=-1.79.